From a dataset of Catalyst prediction with 721,799 reactions and 888 catalyst types from USPTO. Predict which catalyst facilitates the given reaction. (1) Reactant: [CH:1]1([C@@H:4]([C:10]2[CH:15]=[CH:14][CH:13]=[C:12]([O:16][CH2:17][C:18]3[CH:23]=[N:22][C:21]([C:24]4[CH:29]=[C:28]([O:30][CH3:31])[CH:27]=[CH:26][C:25]=4[F:32])=[C:20]([N:33]4[CH2:38][CH2:37][O:36][CH2:35][CH2:34]4)[N:19]=3)[CH:11]=2)[CH2:5][C:6]([O:8]C)=[O:7])[CH2:3][CH2:2]1.C1COCC1.[Li+].[OH-].O. Product: [CH:1]1([C@@H:4]([C:10]2[CH:15]=[CH:14][CH:13]=[C:12]([O:16][CH2:17][C:18]3[CH:23]=[N:22][C:21]([C:24]4[CH:29]=[C:28]([O:30][CH3:31])[CH:27]=[CH:26][C:25]=4[F:32])=[C:20]([N:33]4[CH2:34][CH2:35][O:36][CH2:37][CH2:38]4)[N:19]=3)[CH:11]=2)[CH2:5][C:6]([OH:8])=[O:7])[CH2:2][CH2:3]1. The catalyst class is: 5. (2) Reactant: Cl.[CH3:2][NH:3][O:4][CH3:5].Cl.CN(C)CCCN=C=NCC.C(N(CC)CC)C.[CH3:25][S:26][C:27]1[CH:35]=[CH:34][CH:33]=[CH:32][C:28]=1[C:29](O)=[O:30]. Product: [CH3:5][O:4][N:3]([CH3:2])[C:29]([C:28]1[CH:32]=[CH:33][CH:34]=[CH:35][C:27]=1[S:26][CH3:25])=[O:30]. The catalyst class is: 2. (3) Reactant: [C:1]([O:5][C:6]([N:8]1[CH2:13][CH2:12][CH:11]([C:14]([N:16]2[CH2:21][CH2:20][NH:19][CH2:18][C@@H:17]2[CH3:22])=[O:15])[CH2:10][CH2:9]1)=[O:7])([CH3:4])([CH3:3])[CH3:2].[C:23]1(=O)[CH2:26][CH2:25][CH2:24]1.C(O[BH-](OC(=O)C)OC(=O)C)(=O)C.[Na+]. Product: [CH:23]1([N:19]2[CH2:20][CH2:21][N:16]([C:14]([CH:11]3[CH2:10][CH2:9][N:8]([C:6]([O:5][C:1]([CH3:4])([CH3:2])[CH3:3])=[O:7])[CH2:13][CH2:12]3)=[O:15])[C@@H:17]([CH3:22])[CH2:18]2)[CH2:26][CH2:25][CH2:24]1. The catalyst class is: 5. (4) The catalyst class is: 249. Reactant: CC1C=C2[C:9](=CC=1[N+]([O-])=O)[NH:8][CH2:7]CC2.C([O-])([O-])=O.[K+].[K+].BrCC(Cl)=O.Br[CH2:27][C:28]([N:30]1[C:39]2[C:34](=[CH:35][C:36]([CH3:43])=[C:37]([N+:40]([O-:42])=[O:41])[CH:38]=2)[CH2:33][CH2:32][CH2:31]1)=[O:29].N(C)C. Product: [CH3:7][N:8]([CH3:9])[CH2:27][C:28]([N:30]1[C:39]2[C:34](=[CH:35][C:36]([CH3:43])=[C:37]([N+:40]([O-:42])=[O:41])[CH:38]=2)[CH2:33][CH2:32][CH2:31]1)=[O:29]. (5) Reactant: [CH:1]1([N:4]([C:6]2[CH:11]=[C:10]([F:12])[C:9]([F:13])=[CH:8][C:7]=2[OH:14])[CH3:5])[CH2:3][CH2:2]1.C(=O)([O-])[O-].[K+].[K+].[I-].[K+].Cl[CH2:24][C:25](=[O:27])[CH3:26]. Product: [CH:1]1([N:4]([C:6]2[CH:11]=[C:10]([F:12])[C:9]([F:13])=[CH:8][C:7]=2[O:14][CH2:24][C:25](=[O:27])[CH3:26])[CH3:5])[CH2:2][CH2:3]1. The catalyst class is: 21. (6) Reactant: ClC1C=CC=CC=1C([N:10]([C:14]1[C:15]([C:19]2[CH:24]=[CH:23][C:22]([CH2:25]Cl)=[CH:21][CH:20]=2)=[N:16][O:17][CH:18]=1)[C:11](=[O:13])[O-:12])C.[ClH:27].[NH2:28][CH2:29][CH2:30][C:31]([O:33][CH3:34])=[O:32].[C:35](=[O:38])([O-])[O-:36].[K+].[K+].Cl. Product: [Cl:27][C:20]1[CH:21]=[CH:22][CH:23]=[CH:24][C:19]=1[CH:15]([O:12][C:11]([NH:10][C:14]1[C:15]([C:19]2[CH:20]=[CH:21][C:22]([CH2:25][O:36][C:35]([NH:28][CH2:29][CH2:30][C:31]([O:33][CH3:34])=[O:32])=[O:38])=[CH:23][CH:24]=2)=[N:16][O:17][CH:18]=1)=[O:13])[CH3:14]. The catalyst class is: 9.